Dataset: Reaction yield outcomes from USPTO patents with 853,638 reactions. Task: Predict the reaction yield, written as a fraction of the theoretical maximum amount of product (1.0 means a 100% yield; for example, 0.34 means a 34% yield). The reactants are [F:1][C:2]1[CH:7]=[CH:6][C:5]([C:8]2[S:12][C:11]([CH2:13][OH:14])=[N:10][C:9]=2[C:15]([OH:17])=O)=[CH:4][CH:3]=1.[F:18][C:19]1[C:27]2[N:26]=[C:25]([CH2:28][CH:29]3[CH2:34][CH2:33][CH2:32][CH2:31][NH:30]3)[NH:24][C:23]=2[CH:22]=[CH:21][C:20]=1[F:35].CCN=C=NCCCN(C)C.Cl.ON1C2C=CC=CC=2N=N1. The catalyst is CN(C=O)C.C(OCC)C.CO.ClCCl. The product is [F:18][C:19]1[C:27]2[N:26]=[C:25]([CH2:28][CH:29]3[CH2:34][CH2:33][CH2:32][CH2:31][N:30]3[C:15]([C:9]3[N:10]=[C:11]([CH2:13][OH:14])[S:12][C:8]=3[C:5]3[CH:4]=[CH:3][C:2]([F:1])=[CH:7][CH:6]=3)=[O:17])[NH:24][C:23]=2[CH:22]=[CH:21][C:20]=1[F:35]. The yield is 0.330.